Dataset: Forward reaction prediction with 1.9M reactions from USPTO patents (1976-2016). Task: Predict the product of the given reaction. The product is: [CH:1]1([NH:4][C:5](=[O:6])[C:7]2[CH:12]=[C:11]([C:13]3[CH:14]=[C:15]4[C:19](=[CH:20][CH:21]=3)[N:18]([CH2:22][C:23]([N:29]3[CH2:34][CH2:33][O:32][CH2:31][CH2:30]3)=[O:24])[N:17]=[CH:16]4)[C:10]([CH3:27])=[C:9]([F:28])[CH:8]=2)[CH2:3][CH2:2]1. Given the reactants [CH:1]1([NH:4][C:5]([C:7]2[CH:8]=[C:9]([F:28])[C:10]([CH3:27])=[C:11]([C:13]3[CH:14]=[C:15]4[C:19](=[CH:20][CH:21]=3)[N:18]([CH2:22][C:23](OC)=[O:24])[N:17]=[CH:16]4)[CH:12]=2)=[O:6])[CH2:3][CH2:2]1.[NH:29]1[CH2:34][CH2:33][O:32][CH2:31][CH2:30]1, predict the reaction product.